Task: Predict which catalyst facilitates the given reaction.. Dataset: Catalyst prediction with 721,799 reactions and 888 catalyst types from USPTO The catalyst class is: 3. Product: [C:15]([O:19][C:20]([N:22]1[CH2:26][CH2:25][CH2:24][C@@H:23]1[CH2:27][O:14][C:11]1[CH:12]=[CH:13][C:8]([N:3]2[CH:4]=[CH:5][CH:6]=[CH:7]2)=[CH:9][CH:10]=1)=[O:21])([CH3:18])([CH3:16])[CH3:17]. Reactant: [H-].[Na+].[N:3]1([C:8]2[CH:13]=[CH:12][C:11]([OH:14])=[CH:10][CH:9]=2)[CH:7]=[CH:6][CH:5]=[CH:4]1.[C:15]([O:19][C:20]([N:22]1[CH2:26][CH2:25][CH2:24][C@@H:23]1[CH2:27]OS(C1C=CC(C)=CC=1)(=O)=O)=[O:21])([CH3:18])([CH3:17])[CH3:16].